Task: Predict which catalyst facilitates the given reaction.. Dataset: Catalyst prediction with 721,799 reactions and 888 catalyst types from USPTO (1) Reactant: N1C(C)=CC=CC=1C.[C:9]1([CH3:24])[CH:14]=[CH:13][C:12]([S:15]([O:18][CH2:19][CH2:20][C@@H:21]([OH:23])[CH3:22])(=[O:17])=[O:16])=[CH:11][CH:10]=1.FC(F)(F)S(O[Si:31]([CH:38]([CH3:40])[CH3:39])([CH:35]([CH3:37])[CH3:36])[CH:32]([CH3:34])[CH3:33])(=O)=O. Product: [C:9]1([CH3:24])[CH:10]=[CH:11][C:12]([S:15]([O:18][CH2:19][CH2:20][C@@H:21]([O:23][Si:31]([CH:38]([CH3:40])[CH3:39])([CH:35]([CH3:37])[CH3:36])[CH:32]([CH3:34])[CH3:33])[CH3:22])(=[O:16])=[O:17])=[CH:13][CH:14]=1. The catalyst class is: 4. (2) Reactant: [CH3:1][N:2]1[CH:6]=[C:5]([NH:7][C:8]([C:10]2[C:11]([C:16]3[CH:21]=[CH:20][C:19]([C:22]([F:25])([F:24])[F:23])=[CH:18][CH:17]=3)=[CH:12][CH:13]=[CH:14][CH:15]=2)=[O:9])[CH:4]=[C:3]1[C:26](O)=[O:27].Cl.[NH2:30][CH:31]([C:43]1[CH:48]=[CH:47][CH:46]=[CH:45][CH:44]=1)[C:32]([N:34]([CH2:36][C:37]1[CH:42]=[CH:41][CH:40]=[CH:39][CH:38]=1)[CH3:35])=[O:33].C1CN([P+](Br)(N2CCCC2)N2CCCC2)CC1.F[P-](F)(F)(F)(F)F.C(N(C(C)C)CC)(C)C. Product: [CH2:36]([N:34]([CH3:35])[C:32]([CH:31]([NH:30][C:26]([C:3]1[N:2]([CH3:1])[CH:6]=[C:5]([NH:7][C:8]([C:10]2[C:11]([C:16]3[CH:17]=[CH:18][C:19]([C:22]([F:25])([F:24])[F:23])=[CH:20][CH:21]=3)=[CH:12][CH:13]=[CH:14][CH:15]=2)=[O:9])[CH:4]=1)=[O:27])[C:43]1[CH:44]=[CH:45][CH:46]=[CH:47][CH:48]=1)=[O:33])[C:37]1[CH:38]=[CH:39][CH:40]=[CH:41][CH:42]=1. The catalyst class is: 2. (3) Product: [OH:21][C:3]1[C:4]([C:12]([NH:14][CH2:15][C:16]([O:18][CH2:19][CH3:20])=[O:17])=[O:13])=[C:5]2[C:10](=[CH:11][C:2]=1[C:26]1[S:27][C:23]([CH3:22])=[CH:24][N:25]=1)[N:9]=[CH:8][CH:7]=[N:6]2. Reactant: Br[C:2]1[CH:11]=[C:10]2[C:5]([N:6]=[CH:7][CH:8]=[N:9]2)=[C:4]([C:12]([NH:14][CH2:15][C:16]([O:18][CH2:19][CH3:20])=[O:17])=[O:13])[C:3]=1[OH:21].[CH3:22][C:23]1[S:27][C:26]([Sn](CCCC)(CCCC)CCCC)=[N:25][CH:24]=1. The catalyst class is: 77. (4) Reactant: [Cl:1][C:2]1[NH:7][C:6](=[O:8])[N:5]([CH3:9])[C:4](=[O:10])[CH:3]=1.C(=O)([O-])[O-].[K+].[K+].[CH2:17](I)[CH2:18][CH3:19].O. Product: [Cl:1][C:2]1[N:7]([CH2:17][CH2:18][CH3:19])[C:6](=[O:8])[N:5]([CH3:9])[C:4](=[O:10])[CH:3]=1. The catalyst class is: 3. (5) Reactant: [NH3:1].[CH2:2]([O:4][C:5]([C:7]1[C:8]2[S:16][CH:15]=[C:14]([CH2:17][O:18][C:19]3[C:24]([F:25])=[CH:23][C:22]([Br:26])=[CH:21][C:20]=3[F:27])[C:9]=2[C:10](Cl)=[N:11][CH:12]=1)=[O:6])[CH3:3]. Product: [CH2:2]([O:4][C:5]([C:7]1[C:8]2[S:16][CH:15]=[C:14]([CH2:17][O:18][C:19]3[C:24]([F:25])=[CH:23][C:22]([Br:26])=[CH:21][C:20]=3[F:27])[C:9]=2[C:10]([NH2:1])=[N:11][CH:12]=1)=[O:6])[CH3:3]. The catalyst class is: 12. (6) The catalyst class is: 35. Product: [CH3:50][N:33]([CH3:32])[C:34]1([C:44]2[CH:45]=[CH:46][CH:47]=[CH:48][CH:49]=2)[CH2:39][CH2:38][C:37](=[CH:40][C:41]([NH:23][CH:12]([CH3:11])[CH2:13][C:14]2[C:22]3[C:17](=[CH:18][CH:19]=[CH:20][CH:21]=3)[NH:16][CH:15]=2)=[O:42])[CH2:36][CH2:35]1. Reactant: ON1C2C=CC=CC=2N=N1.[CH3:11][CH:12]([NH2:23])[CH2:13][C:14]1[C:22]2[C:17](=[CH:18][CH:19]=[CH:20][CH:21]=2)[NH:16][CH:15]=1.CN1CCOCC1.Cl.[CH3:32][N:33]([CH3:50])[C:34]1([C:44]2[CH:49]=[CH:48][CH:47]=[CH:46][CH:45]=2)[CH2:39][CH2:38][C:37](=[CH:40][C:41](O)=[O:42])[CH2:36][CH2:35]1.C1(N=C=NC2CCCCC2)CCCCC1.[OH-].[Na+]. (7) Reactant: [Br:1][C:2]1[CH:7]=[CH:6][N:5]=[C:4]2[NH:8][CH:9]=[CH:10][C:3]=12.O1CCOCC1.[OH-].[Na+].[C:19]1([S:25](Cl)(=[O:27])=[O:26])[CH:24]=[CH:23][CH:22]=[CH:21][CH:20]=1. Product: [Br:1][C:2]1[CH:7]=[CH:6][N:5]=[C:4]2[N:8]([S:25]([C:19]3[CH:24]=[CH:23][CH:22]=[CH:21][CH:20]=3)(=[O:27])=[O:26])[CH:9]=[CH:10][C:3]=12. The catalyst class is: 2.